Dataset: Forward reaction prediction with 1.9M reactions from USPTO patents (1976-2016). Task: Predict the product of the given reaction. (1) The product is: [CH3:24][O:23][C:16]1[CH:17]=[CH:18][CH:19]=[C:20]2[C:15]=1[O:14][C@@H:13]([CH2:12][N:25]1[CH2:26][CH:27]=[C:28]([C:31]3[C:39]4[C:34](=[CH:35][CH:36]=[CH:37][CH:38]=4)[NH:33][CH:32]=3)[CH2:29][CH2:30]1)[CH2:22][CH2:21]2. Given the reactants CC1C=CC(S(O[CH2:12][C@H:13]2[CH2:22][CH2:21][C:20]3[C:15](=[C:16]([O:23][CH3:24])[CH:17]=[CH:18][CH:19]=3)[O:14]2)(=O)=O)=CC=1.[NH:25]1[CH2:30][CH:29]=[C:28]([C:31]2[C:39]3[C:34](=[CH:35][CH:36]=[CH:37][CH:38]=3)[NH:33][CH:32]=2)[CH2:27][CH2:26]1, predict the reaction product. (2) Given the reactants [CH2:1]([O:8][C:9]1[CH:14]=[CH:13][C:12]([F:15])=[C:11]([F:16])[C:10]=1[F:17])[C:2]1[CH:7]=[CH:6][CH:5]=[CH:4][CH:3]=1.C([N-]C(C)C)(C)C.[Li+].[C:26](=[O:28])=[O:27], predict the reaction product. The product is: [CH2:1]([O:8][C:9]1[C:10]([F:17])=[C:11]([F:16])[C:12]([F:15])=[C:13]([CH:14]=1)[C:26]([OH:28])=[O:27])[C:2]1[CH:3]=[CH:4][CH:5]=[CH:6][CH:7]=1.